From a dataset of Forward reaction prediction with 1.9M reactions from USPTO patents (1976-2016). Predict the product of the given reaction. Given the reactants [N+:1]([C:4]1[CH:5]=[N:6][NH:7][CH:8]=1)([O-])=O.C(=O)([O-])[O-].[Cs+].[Cs+].[CH2:15]1[O:18][C@@H:16]1[CH3:17], predict the reaction product. The product is: [NH2:1][C:4]1[CH:5]=[N:6][N:7]([CH2:15][C@H:16]([OH:18])[CH3:17])[CH:8]=1.